From a dataset of Catalyst prediction with 721,799 reactions and 888 catalyst types from USPTO. Predict which catalyst facilitates the given reaction. (1) Reactant: C1C=CC(C(Cl)(C2C(Cl)=CC=CC=2)C2C=CC=CC=2)=CC=1.[NH:22]([C:44]([O:46][CH2:47][CH:48]1[C:60]2[C:55](=[CH:56][CH:57]=[CH:58][CH:59]=2)[C:54]2[C:49]1=[CH:50][CH:51]=[CH:52][CH:53]=2)=[O:45])[C@H:23]([C:41]([OH:43])=[O:42])[CH2:24][CH2:25][N:26](C(OC(C)(C)C)=O)[C:27]([O:29][C:30]([CH3:33])([CH3:32])[CH3:31])=[O:28].CCN(C(C)C)C(C)C. Product: [NH:22]([C:44]([O:46][CH2:47][CH:48]1[C:60]2[C:55](=[CH:56][CH:57]=[CH:58][CH:59]=2)[C:54]2[C:49]1=[CH:50][CH:51]=[CH:52][CH:53]=2)=[O:45])[C@H:23]([C:41]([OH:43])=[O:42])[CH2:24][CH2:25][NH:26][C:27]([O:29][C:30]([CH3:31])([CH3:33])[CH3:32])=[O:28]. The catalyst class is: 2. (2) Reactant: C(OC(=O)[NH:7][CH:8]1[CH2:13][CH2:12][N:11]([C:14]2[N:15]([CH3:31])[C:16](=[O:30])[C:17]([Cl:29])=[C:18]([C:20]3[CH:25]=[CH:24][C:23]([C:26]#[N:27])=[C:22]([F:28])[CH:21]=3)[N:19]=2)[CH2:10][CH2:9]1)(C)(C)C.Cl. Product: [NH2:7][CH:8]1[CH2:13][CH2:12][N:11]([C:14]2[N:15]([CH3:31])[C:16](=[O:30])[C:17]([Cl:29])=[C:18]([C:20]3[CH:25]=[CH:24][C:23]([C:26]#[N:27])=[C:22]([F:28])[CH:21]=3)[N:19]=2)[CH2:10][CH2:9]1. The catalyst class is: 425. (3) Reactant: [C:1]([C:4]1[C:12]2[C:7](=[CH:8][CH:9]=[C:10]([C:13]([O:15]C)=[O:14])[CH:11]=2)[N:6]([CH2:17][C:18]([N:20]2[CH2:24][C@H:23]([F:25])[CH2:22][C@H:21]2[C:26](=[O:37])[NH:27][CH2:28][C:29]2[CH:34]=[CH:33][CH:32]=[C:31]([Cl:35])[C:30]=2[F:36])=[O:19])[CH:5]=1)(=[O:3])[CH3:2].CO.[Li+].[OH-]. Product: [C:1]([C:4]1[C:12]2[C:7](=[CH:8][CH:9]=[C:10]([C:13]([OH:15])=[O:14])[CH:11]=2)[N:6]([CH2:17][C:18]([N:20]2[CH2:24][C@H:23]([F:25])[CH2:22][C@H:21]2[C:26](=[O:37])[NH:27][CH2:28][C:29]2[CH:34]=[CH:33][CH:32]=[C:31]([Cl:35])[C:30]=2[F:36])=[O:19])[CH:5]=1)(=[O:3])[CH3:2]. The catalyst class is: 20.